Predict which catalyst facilitates the given reaction. From a dataset of Catalyst prediction with 721,799 reactions and 888 catalyst types from USPTO. Reactant: [CH2:1]([C:4]1[N:8]([CH2:9][C:10]([O:12]C)=[O:11])[N:7]=[C:6]([C:14]([F:17])([F:16])[F:15])[CH:5]=1)[CH:2]=[CH2:3].O.[OH-].[Li+]. Product: [CH2:1]([C:4]1[N:8]([CH2:9][C:10]([OH:12])=[O:11])[N:7]=[C:6]([C:14]([F:16])([F:17])[F:15])[CH:5]=1)[CH:2]=[CH2:3]. The catalyst class is: 278.